From a dataset of Forward reaction prediction with 1.9M reactions from USPTO patents (1976-2016). Predict the product of the given reaction. (1) Given the reactants [C:1]([O:5][C:6]([N:8]1[CH2:13][CH2:12][CH:11]([C:14]2[CH:19]=[CH:18][C:17]([NH2:20])=[C:16]([S:21]([CH3:24])(=[O:23])=[O:22])[CH:15]=2)[CH2:10][CH2:9]1)=[O:7])([CH3:4])([CH3:3])[CH3:2].[CH3:25][N:26]1[C:34]2[C:29](=[CH:30][CH:31]=[CH:32][CH:33]=2)[CH:28]=[C:27]1[S:35](Cl)(=[O:37])=[O:36], predict the reaction product. The product is: [C:1]([O:5][C:6]([N:8]1[CH2:13][CH2:12][CH:11]([C:14]2[CH:19]=[CH:18][C:17]([NH:20][S:35]([C:27]3[N:26]([CH3:25])[C:34]4[C:29]([CH:28]=3)=[CH:30][CH:31]=[CH:32][CH:33]=4)(=[O:36])=[O:37])=[C:16]([S:21]([CH3:24])(=[O:23])=[O:22])[CH:15]=2)[CH2:10][CH2:9]1)=[O:7])([CH3:4])([CH3:3])[CH3:2]. (2) Given the reactants [Br:1][C:2]1[CH:7]=[CH:6][C:5]([C:8]2[CH:13]=[CH:12][C:11]([CH3:14])=[CH:10][N:9]=2)=[CH:4][C:3]=1[C:15]([F:18])([F:17])[F:16].C1C(=O)N([Br:26])C(=O)C1.C(Cl)(=O)C1C=CC=CC=1, predict the reaction product. The product is: [Br:26][CH2:14][C:11]1[CH:12]=[CH:13][C:8]([C:5]2[CH:6]=[CH:7][C:2]([Br:1])=[C:3]([C:15]([F:18])([F:16])[F:17])[CH:4]=2)=[N:9][CH:10]=1. (3) Given the reactants [H-].[Na+].C(OP([CH2:11][C:12]([O:14][CH2:15][CH3:16])=[O:13])(OCC)=O)C.[F:17][C:18]1[CH:27]=[CH:26][CH:25]=[C:24]2[C:19]=1[CH2:20][CH2:21][CH2:22][C:23]2=O, predict the reaction product. The product is: [F:17][C:18]1[CH:27]=[CH:26][CH:25]=[C:24]2[C:19]=1[CH2:20][CH2:21][CH2:22][C:23]2=[CH:11][C:12]([O:14][CH2:15][CH3:16])=[O:13]. (4) Given the reactants [C:1]([O:5][C:6]([NH:8][C@H:9]([C:14]([OH:16])=O)[CH2:10][CH:11]([CH3:13])[CH3:12])=[O:7])([CH3:4])([CH3:3])[CH3:2].[F:17][C:18]([F:35])([F:34])[C:19]1[N:24]=[C:23]([N:25]2[CH2:29][C@@H:28]3[C@@H:30]([NH2:33])[CH2:31][CH2:32][C@@H:27]3[CH2:26]2)[CH:22]=[CH:21][CH:20]=1.[CH2:36](N1C[C@@H]2[C@@H](N)CC[C@@H]2C1)C1C=CC=CC=1, predict the reaction product. The product is: [CH3:36][C:11]([CH3:12])([CH3:13])[CH2:10][C@H:9]([NH:8][C:6](=[O:7])[O:5][C:1]([CH3:2])([CH3:3])[CH3:4])[C:14](=[O:16])[NH:33][C@@H:30]1[C@@H:28]2[C@@H:27]([CH2:26][N:25]([C:23]3[CH:22]=[CH:21][CH:20]=[C:19]([C:18]([F:17])([F:34])[F:35])[N:24]=3)[CH2:29]2)[CH2:32][CH2:31]1. (5) Given the reactants [Cl:1][C:2]1[CH:3]=[C:4]([C:9](=O)[CH2:10][C:11](=O)[C:12]([F:15])([F:14])[F:13])[CH:5]=[CH:6][C:7]=1[F:8].[NH2:18][C:19]1[C:23]([C:24]#[N:25])=[CH:22][NH:21][N:20]=1, predict the reaction product. The product is: [Cl:1][C:2]1[CH:3]=[C:4]([C:9]2[CH:10]=[C:11]([C:12]([F:15])([F:14])[F:13])[N:20]3[N:21]=[CH:22][C:23]([C:24]#[N:25])=[C:19]3[N:18]=2)[CH:5]=[CH:6][C:7]=1[F:8].